From a dataset of HIV replication inhibition screening data with 41,000+ compounds from the AIDS Antiviral Screen. Binary Classification. Given a drug SMILES string, predict its activity (active/inactive) in a high-throughput screening assay against a specified biological target. The molecule is Cc1cccc(N=Cc2ccc(N(CCC#N)S(=O)(=O)c3ccccc3)cc2C)c1. The result is 0 (inactive).